From a dataset of CYP2C19 inhibition data for predicting drug metabolism from PubChem BioAssay. Regression/Classification. Given a drug SMILES string, predict its absorption, distribution, metabolism, or excretion properties. Task type varies by dataset: regression for continuous measurements (e.g., permeability, clearance, half-life) or binary classification for categorical outcomes (e.g., BBB penetration, CYP inhibition). Dataset: cyp2c19_veith. The compound is O=C(CC(=O)N/N=C\c1c(Cl)cccc1Cl)NCc1ccccc1. The result is 1 (inhibitor).